This data is from Peptide-MHC class I binding affinity with 185,985 pairs from IEDB/IMGT. The task is: Regression. Given a peptide amino acid sequence and an MHC pseudo amino acid sequence, predict their binding affinity value. This is MHC class I binding data. (1) The peptide sequence is FMKVKFEAL. The MHC is HLA-B15:09 with pseudo-sequence HLA-B15:09. The binding affinity (normalized) is 0.0847. (2) The binding affinity (normalized) is 0. The MHC is HLA-A68:02 with pseudo-sequence HLA-A68:02. The peptide sequence is CVGDHQAAM. (3) The peptide sequence is LEKARGSTY. The MHC is HLA-B53:01 with pseudo-sequence HLA-B53:01. The binding affinity (normalized) is 0. (4) The peptide sequence is AYERMCNIL. The MHC is H-2-Db with pseudo-sequence H-2-Db. The binding affinity (normalized) is 0.272. (5) The peptide sequence is EIYFSSIHR. The MHC is HLA-C04:01 with pseudo-sequence HLA-C04:01. The binding affinity (normalized) is 0.213. (6) The peptide sequence is AFGLFWLVW. The MHC is HLA-A01:01 with pseudo-sequence HLA-A01:01. The binding affinity (normalized) is 0.0847. (7) The peptide sequence is TLNFPISPI. The MHC is HLA-A02:06 with pseudo-sequence HLA-A02:06. The binding affinity (normalized) is 0.300. (8) The peptide sequence is EAKQLATLR. The MHC is HLA-A33:01 with pseudo-sequence HLA-A33:01. The binding affinity (normalized) is 0.788.